This data is from Forward reaction prediction with 1.9M reactions from USPTO patents (1976-2016). The task is: Predict the product of the given reaction. (1) The product is: [Cl:1][C:2]1[CH:7]=[CH:6][C:5]([C:8]2[CH2:13][CH2:12][N:11]([S:22]([CH3:21])(=[O:24])=[O:23])[CH2:10][CH:9]=2)=[CH:4][CH:3]=1. Given the reactants [Cl:1][C:2]1[CH:7]=[CH:6][C:5]([C:8]2[CH2:9][CH2:10][NH:11][CH2:12][CH:13]=2)=[CH:4][CH:3]=1.C(N(CC)CC)C.[CH3:21][S:22](Cl)(=[O:24])=[O:23], predict the reaction product. (2) Given the reactants [Br:1][C:2]1[CH:7]=[CH:6][CH:5]=[C:4]([F:8])[C:3]=1[OH:9].C(=O)([O-])[O-].[K+].[K+].Br[C:17]([F:23])([F:22])[C:18]([F:21])([F:20])[Br:19].C(S)CCC.[OH-].[Na+], predict the reaction product. The product is: [Br:1][C:2]1[CH:7]=[CH:6][CH:5]=[C:4]([F:8])[C:3]=1[O:9][C:17]([F:23])([F:22])[C:18]([Br:19])([F:21])[F:20]. (3) The product is: [CH:1]1([N:7]2[CH2:13][C:12]([F:15])([F:14])[C:11](=[O:16])[N:10]([CH3:17])[C:9]3[CH:18]=[N:19][C:20]([NH:22][C:23]4[CH:31]=[CH:30][C:26]([C:27]([NH:58][C@H:59]5[CH:64]6[CH2:65][CH2:66][N:61]([CH2:62][CH2:63]6)[CH2:60]5)=[O:29])=[CH:25][C:24]=4[O:32][CH3:33])=[N:21][C:8]2=3)[CH2:6][CH2:5][CH2:4][CH2:3][CH2:2]1. Given the reactants [CH:1]1([N:7]2[CH2:13][C:12]([F:15])([F:14])[C:11](=[O:16])[N:10]([CH3:17])[C:9]3[CH:18]=[N:19][C:20]([NH:22][C:23]4[CH:31]=[CH:30][C:26]([C:27]([OH:29])=O)=[CH:25][C:24]=4[O:32][CH3:33])=[N:21][C:8]2=3)[CH2:6][CH2:5][CH2:4][CH2:3][CH2:2]1.CN(C(ON1N=NC2C=CC=NC1=2)=[N+](C)C)C.F[P-](F)(F)(F)(F)F.[NH2:58][C@H:59]1[CH:64]2[CH2:65][CH2:66][N:61]([CH2:62][CH2:63]2)[CH2:60]1, predict the reaction product. (4) Given the reactants [NH2:1][C:2]1[CH:7]=[CH:6][C:5]([I:8])=[CH:4][C:3]=1[CH2:9][OH:10].C(O[CH:14]=[C:15]([C:21]([O:23][CH2:24][CH3:25])=[O:22])[C:16]([O:18][CH2:19][CH3:20])=[O:17])C, predict the reaction product. The product is: [CH2:19]([O:18][C:16](=[O:17])[C:15](=[CH:14][NH:1][C:2]1[CH:7]=[CH:6][C:5]([I:8])=[CH:4][C:3]=1[CH2:9][OH:10])[C:21]([O:23][CH2:24][CH3:25])=[O:22])[CH3:20]. (5) Given the reactants C(O)(=O)C.[Cl:5][C:6]1[CH:7]=[C:8]([C:13]2([C:31]([F:34])([F:33])[F:32])[O:17][N:16]=[C:15]([C:18]3[CH:23]=[CH:22][C:21]([N+:24]([O-])=O)=[C:20]([O:27][CH:28]([F:30])[F:29])[CH:19]=3)[CH2:14]2)[CH:9]=[C:10]([Cl:12])[CH:11]=1, predict the reaction product. The product is: [NH2:24][C:21]1[CH:22]=[CH:23][C:18]([C:15]2[CH2:14][C:13]([C:8]3[CH:7]=[C:6]([Cl:5])[CH:11]=[C:10]([Cl:12])[CH:9]=3)([C:31]([F:33])([F:34])[F:32])[O:17][N:16]=2)=[CH:19][C:20]=1[O:27][CH:28]([F:29])[F:30]. (6) Given the reactants [C:1]([O:5][C:6]([N:8]1[C@@H:12]([CH2:13][CH:14]([O:18][CH2:19][CH:20]=[CH2:21])[CH2:15]C=C)[CH2:11][O:10][C:9]1([CH3:23])[CH3:22])=[O:7])([CH3:4])([CH3:3])[CH3:2], predict the reaction product. The product is: [C:1]([O:5][C:6]([N:8]1[C@@H:12]([CH2:13][CH:14]2[CH2:15][CH:21]=[CH:20][CH2:19][O:18]2)[CH2:11][O:10][C:9]1([CH3:22])[CH3:23])=[O:7])([CH3:2])([CH3:3])[CH3:4]. (7) Given the reactants [BH4-].[Na+].[O:3]1[C:7]2([CH2:12][CH2:11][C:10](=[O:13])[CH2:9][CH2:8]2)[O:6][CH2:5][CH2:4]1.O, predict the reaction product. The product is: [O:3]1[C:7]2([CH2:12][CH2:11][CH:10]([OH:13])[CH2:9][CH2:8]2)[O:6][CH2:5][CH2:4]1.